From a dataset of Catalyst prediction with 721,799 reactions and 888 catalyst types from USPTO. Predict which catalyst facilitates the given reaction. (1) Reactant: [C:1]([O:5][C:6]([N:8]1[CH2:14][CH2:13][C:12]2[CH:15]=[C:16]([OH:19])[CH:17]=[CH:18][C:11]=2[CH2:10][CH2:9]1)=[O:7])([CH3:4])([CH3:3])[CH3:2].C(=O)([O-])[O-].[K+].[K+].[I-].[K+].Br[CH2:29][C:30]1[CH:39]=[CH:38][C:33]([C:34]([O:36][CH3:37])=[O:35])=[CH:32][CH:31]=1. Product: [C:1]([O:5][C:6]([N:8]1[CH2:14][CH2:13][C:12]2[CH:15]=[C:16]([O:19][CH2:29][C:30]3[CH:31]=[CH:32][C:33]([C:34]([O:36][CH3:37])=[O:35])=[CH:38][CH:39]=3)[CH:17]=[CH:18][C:11]=2[CH2:10][CH2:9]1)=[O:7])([CH3:4])([CH3:2])[CH3:3]. The catalyst class is: 131. (2) The catalyst class is: 198. Product: [NH:1]1[CH:4]=[C:5]([C:6]2[CH:7]=[C:8]([CH:11]=[CH:12][CH:13]=2)[C:9]#[N:10])[N:15]=[N:14]1. Reactant: [N+:1](/[CH:4]=[CH:5]/[C:6]1[CH:7]=[C:8]([CH:11]=[CH:12][CH:13]=1)[C:9]#[N:10])([O-])=O.[N:14]([Si](C)(C)C)=[N+:15]=[N-].[F-].C([N+](CCCC)(CCCC)CCCC)CCC.